Dataset: Forward reaction prediction with 1.9M reactions from USPTO patents (1976-2016). Task: Predict the product of the given reaction. (1) Given the reactants [CH2:1]([O:3][C:4]([C:6]1[C:7]([OH:22])=[C:8]2[CH:14]=[CH:13][N:12]([CH2:15][C:16]3[CH:21]=[CH:20][CH:19]=[CH:18][CH:17]=3)[C:9]2=[CH:10][N:11]=1)=[O:5])[CH3:2].[C:23](Cl)(=[O:28])[C:24]([CH3:27])([CH3:26])[CH3:25].C(N(CC)CC)C, predict the reaction product. The product is: [CH2:1]([O:3][C:4]([C:6]1[C:7]([O:22][C:23](=[O:28])[C:24]([CH3:27])([CH3:26])[CH3:25])=[C:8]2[CH:14]=[CH:13][N:12]([CH2:15][C:16]3[CH:17]=[CH:18][CH:19]=[CH:20][CH:21]=3)[C:9]2=[CH:10][N:11]=1)=[O:5])[CH3:2]. (2) Given the reactants [Si:1]([O:18][CH2:19][C:20]1[C:25]([N:26]2[CH2:31][C@@H:30]([CH3:32])[O:29][C@H:28]([CH3:33])[CH2:27]2)=[C:24]([F:34])[C:23]([F:35])=[CH:22][CH:21]=1)([C:14]([CH3:17])([CH3:16])[CH3:15])([C:8]1[CH:13]=[CH:12][CH:11]=[CH:10][CH:9]=1)[C:2]1[CH:7]=[CH:6][CH:5]=[CH:4][CH:3]=1.CON(C)[C:39]([C:41]1[S:42][CH:43]=[CH:44][N:45]=1)=[O:40].C1COCC1, predict the reaction product. The product is: [Si:1]([O:18][CH2:19][C:20]1[C:25]([N:26]2[CH2:31][C@@H:30]([CH3:32])[O:29][C@H:28]([CH3:33])[CH2:27]2)=[C:24]([F:34])[C:23]([F:35])=[C:22]([C:39]([C:41]2[S:42][CH:43]=[CH:44][N:45]=2)=[O:40])[CH:21]=1)([C:14]([CH3:16])([CH3:17])[CH3:15])([C:2]1[CH:7]=[CH:6][CH:5]=[CH:4][CH:3]=1)[C:8]1[CH:13]=[CH:12][CH:11]=[CH:10][CH:9]=1.